This data is from Reaction yield outcomes from USPTO patents with 853,638 reactions. The task is: Predict the reaction yield, written as a fraction of the theoretical maximum amount of product (1.0 means a 100% yield; for example, 0.34 means a 34% yield). (1) The reactants are [CH2:1]([CH:3]([NH2:6])[CH2:4][CH3:5])[CH3:2].C([O-])([O-])=O.[K+].[K+]. The catalyst is C(#N)C. The product is [CH2:1]([CH:3]([NH:6][CH:1]([CH3:2])[C:3]#[N:6])[CH2:4][CH3:5])[CH3:2]. The yield is 0.360. (2) The reactants are [CH3:1][O:2][C:3]1[CH:4]=[C:5]2[C:9](=[CH:10][CH:11]=1)[C:8]1([C:15](=[O:16])[NH:14][C:13](=[O:17])[NH:12]1)[CH2:7][CH2:6]2.C([O-])([O-])=O.[K+].[K+].Br[CH2:25][C:26]([O:28][C:29]([CH3:32])([CH3:31])[CH3:30])=[O:27]. The catalyst is CN(C=O)C.O. The product is [CH3:1][O:2][C:3]1[CH:4]=[C:5]2[C:9](=[CH:10][CH:11]=1)[C:8]1([C:15](=[O:16])[N:14]([CH2:25][C:26]([O:28][C:29]([CH3:32])([CH3:31])[CH3:30])=[O:27])[C:13](=[O:17])[NH:12]1)[CH2:7][CH2:6]2. The yield is 0.750. (3) The reactants are ClC1C=CC(S(=O)(=O)NC)=CC=1C(O)=O.[Cl:16][C:17]1[CH:25]=[CH:24][C:23]([S:26]([OH:28])=[O:27])=[CH:22][C:18]=1[C:19]([OH:21])=[O:20].[CH:29]([NH2:32])([CH3:31])[CH3:30]. No catalyst specified. The product is [Cl:16][C:17]1[CH:25]=[CH:24][C:23]([S:26](=[O:28])(=[O:27])[NH:32][CH:29]([CH3:31])[CH3:30])=[CH:22][C:18]=1[C:19]([OH:21])=[O:20]. The yield is 0.740. (4) The reactants are [Br:1][C:2]1[C:3](F)=[C:4]2[C:10]([NH:11][C:12](=[O:17])[CH2:13][CH:14]3[CH2:16][CH2:15]3)=[CH:9][NH:8][C:5]2=[N:6][CH:7]=1.[NH:19]1[CH2:24][CH2:23][CH2:22][C@@H:21]([NH:25][C:26](=[O:32])[O:27][C:28]([CH3:31])([CH3:30])[CH3:29])[CH2:20]1.C(N(CC)CC)C. The catalyst is CCCCO. The product is [Br:1][C:2]1[C:3]([N:19]2[CH2:24][CH2:23][CH2:22][C@@H:21]([NH:25][C:26](=[O:32])[O:27][C:28]([CH3:30])([CH3:29])[CH3:31])[CH2:20]2)=[C:4]2[C:10]([NH:11][C:12](=[O:17])[CH2:13][CH:14]3[CH2:16][CH2:15]3)=[CH:9][NH:8][C:5]2=[N:6][CH:7]=1. The yield is 0.260. (5) The reactants are [N+:1]([O-:4])(O)=[O:2].[CH3:5][O:6][C:7]([C:9]1[N:10]([CH3:20])[C:11]2[C:16]([CH:17]=1)=[CH:15][C:14]([O:18][CH3:19])=[CH:13][CH:12]=2)=[O:8]. The catalyst is CC(O)=O. The product is [CH3:5][O:6][C:7]([C:9]1[N:10]([CH3:20])[C:11]2[C:16]([CH:17]=1)=[C:15]([N+:1]([O-:4])=[O:2])[C:14]([O:18][CH3:19])=[CH:13][CH:12]=2)=[O:8]. The yield is 0.780. (6) The reactants are Cl[C:2]1[N:7]=[C:6]([C:8]([O:10][C:11]([CH3:14])([CH3:13])[CH3:12])=[O:9])[CH:5]=[C:4]([NH:15][C@@H:16]([CH3:21])[C:17]([O:19][CH3:20])=[O:18])[N:3]=1.[F:22][C:23]1[CH:44]=[CH:43][C:26]([O:27][C:28]2[CH:33]=[CH:32][C:31](B3OC(C)(C)C(C)(C)O3)=[CH:30][CH:29]=2)=[CH:25][CH:24]=1.C([O-])([O-])=O.[Na+].[Na+]. The catalyst is O1CCOCC1.C1C=CC(P(C2C=CC=CC=2)[C-]2C=CC=C2)=CC=1.C1C=CC(P(C2C=CC=CC=2)[C-]2C=CC=C2)=CC=1.Cl[Pd]Cl.[Fe+2]. The product is [F:22][C:23]1[CH:44]=[CH:43][C:26]([O:27][C:28]2[CH:33]=[CH:32][C:31]([C:2]3[N:7]=[C:6]([C:8]([O:10][C:11]([CH3:14])([CH3:13])[CH3:12])=[O:9])[CH:5]=[C:4]([NH:15][C@@H:16]([CH3:21])[C:17]([O:19][CH3:20])=[O:18])[N:3]=3)=[CH:30][CH:29]=2)=[CH:25][CH:24]=1. The yield is 0.610. (7) The reactants are [N+:1]([C:4]1[CH:9]=[CH:8][C:7]([N:10]2[CH2:15][CH2:14][NH:13][CH2:12][CH2:11]2)=[CH:6][CH:5]=1)([O-:3])=[O:2].C(N(CC)CC)C.[CH3:23][S:24](Cl)(=[O:26])=[O:25].C(=O)(O)[O-].[Na+]. The catalyst is ClCCl. The product is [N+:1]([C:4]1[CH:5]=[CH:6][C:7]([N:10]2[CH2:15][CH2:14][N:13]([S:24]([CH3:23])(=[O:26])=[O:25])[CH2:12][CH2:11]2)=[CH:8][CH:9]=1)([O-:3])=[O:2]. The yield is 1.00.